From a dataset of Reaction yield outcomes from USPTO patents with 853,638 reactions. Predict the reaction yield, written as a fraction of the theoretical maximum amount of product (1.0 means a 100% yield; for example, 0.34 means a 34% yield). (1) The reactants are C([N:8]1[CH2:13][CH:12]([CH3:14])[O:11][CH:10]([CH3:15])[CH2:9]1)C1C=CC=CC=1.[C:16]([OH:19])(=[O:18])[CH3:17]. The catalyst is C(O)C.[OH-].[OH-].[Pd+2]. The product is [C:16]([OH:19])(=[O:18])[CH3:17].[CH3:15][CH:10]1[O:11][CH:12]([CH3:14])[CH2:13][NH:8][CH2:9]1. The yield is 0.920. (2) The reactants are [F:1][C:2]1[CH:3]=[C:4]([CH:23]=[CH:24][C:25]=1[O:26]C)[C:5]([N:7]([C:16]1[CH:21]=[CH:20][C:19]([F:22])=[CH:18][CH:17]=1)[C:8]1[CH:13]=[CH:12][C:11]([O:14]C)=[CH:10][CH:9]=1)=[O:6].B(Br)(Br)Br. The yield is 0.816. The catalyst is C(Cl)Cl. The product is [F:1][C:2]1[CH:3]=[C:4]([CH:23]=[CH:24][C:25]=1[OH:26])[C:5]([N:7]([C:16]1[CH:21]=[CH:20][C:19]([F:22])=[CH:18][CH:17]=1)[C:8]1[CH:13]=[CH:12][C:11]([OH:14])=[CH:10][CH:9]=1)=[O:6]. (3) The reactants are [Cl:1][C:2]1[CH:7]=[C:6](/[CH:8]=[CH:9]/[CH:10]([C:15]2[CH:20]=[C:19]([Cl:21])[C:18]([Cl:22])=[C:17]([Cl:23])[CH:16]=2)[C:11]([F:14])([F:13])[F:12])[CH:5]=[CH:4][C:3]=1[CH2:24][NH2:25].[CH3:26][N:27]([CH3:31])[C:28](Cl)=[O:29]. The catalyst is C(Cl)Cl. The product is [Cl:1][C:2]1[CH:7]=[C:6](/[CH:8]=[CH:9]/[CH:10]([C:15]2[CH:20]=[C:19]([Cl:21])[C:18]([Cl:22])=[C:17]([Cl:23])[CH:16]=2)[C:11]([F:14])([F:13])[F:12])[CH:5]=[CH:4][C:3]=1[CH2:24][NH:25][C:28](=[O:29])[N:27]([CH3:31])[CH3:26]. The yield is 0.600. (4) The reactants are [Br:1][C:2]1[CH:3]=[N:4][N:5]([CH3:18])[C:6]=1[C:7]1[CH:8]=[C:9]([C:15]([OH:17])=O)[S:10][C:11]=1[CH2:12][CH2:13][CH3:14].[NH2:19][C@@H:20]([CH2:33][C:34]1[CH:39]=[CH:38][CH:37]=[CH:36][C:35]=1[C:40]([F:43])([F:42])[F:41])[CH2:21][N:22]1[C:30](=[O:31])[C:29]2[C:24](=[CH:25][CH:26]=[CH:27][CH:28]=2)[C:23]1=[O:32].C(N(C(C)C)CC)(C)C.F[P-](F)(F)(F)(F)F.Br[P+](N1CCCC1)(N1CCCC1)N1CCCC1. The catalyst is C(Cl)Cl. The product is [Br:1][C:2]1[CH:3]=[N:4][N:5]([CH3:18])[C:6]=1[C:7]1[CH:8]=[C:9]([C:15]([NH:19][C@@H:20]([CH2:33][C:34]2[CH:39]=[CH:38][CH:37]=[CH:36][C:35]=2[C:40]([F:43])([F:41])[F:42])[CH2:21][N:22]2[C:30](=[O:31])[C:29]3[C:24](=[CH:25][CH:26]=[CH:27][CH:28]=3)[C:23]2=[O:32])=[O:17])[S:10][C:11]=1[CH2:12][CH2:13][CH3:14]. The yield is 0.720. (5) The reactants are [F:1][C:2]1[CH:3]=[C:4]([CH:16]=[CH:17][C:18]=1[F:19])[CH2:5][N:6]1[CH2:15][CH2:14][C:9]2(OCC[O:10]2)[CH2:8][CH2:7]1. The catalyst is Cl. The product is [F:1][C:2]1[CH:3]=[C:4]([CH:16]=[CH:17][C:18]=1[F:19])[CH2:5][N:6]1[CH2:7][CH2:8][C:9](=[O:10])[CH2:14][CH2:15]1. The yield is 0.820. (6) The yield is 0.850. The reactants are [CH3:1][CH:2]1[N:7]([C:8]2[CH:9]=[CH:10][C:11]3[N:17]4[CH2:18][C@H:14]([CH2:15][CH2:16]4)[N:13]([C:19](=[O:27])[NH:20][C:21]4[CH:26]=[N:25][CH:24]=[CH:23][N:22]=4)[C:12]=3[N:28]=2)[CH2:6][CH2:5][N:4](C(OC(C)(C)C)=O)[CH2:3]1.Cl.C(OCC)C.C([O-])(O)=O.[Na+]. The catalyst is C1COCC1.C(Cl)Cl.CO. The product is [CH3:1][CH:2]1[CH2:3][NH:4][CH2:5][CH2:6][N:7]1[C:8]1[CH:9]=[CH:10][C:11]2[N:17]3[CH2:18][C@H:14]([CH2:15][CH2:16]3)[N:13]([C:19]([NH:20][C:21]3[CH:26]=[N:25][CH:24]=[CH:23][N:22]=3)=[O:27])[C:12]=2[N:28]=1. (7) The reactants are CON(C)[C:4]([C:6]1[CH:7]=[N:8][C:9]([CH3:12])=[CH:10][CH:11]=1)=[O:5].[CH3:14][Li]. No catalyst specified. The product is [CH3:12][C:9]1[N:8]=[CH:7][C:6]([C:4](=[O:5])[CH3:14])=[CH:11][CH:10]=1. The yield is 0.940.